This data is from Catalyst prediction with 721,799 reactions and 888 catalyst types from USPTO. The task is: Predict which catalyst facilitates the given reaction. (1) Reactant: [CH3:1][O:2][C:3]1[CH:4]=[C:5]([C:9]2([C:17]#[N:18])[CH2:15][CH2:14][CH2:13][C:12](=O)[CH2:11][CH2:10]2)[CH:6]=[CH:7][CH:8]=1.[CH2:19]([NH2:26])[C:20]1[CH:25]=[CH:24][CH:23]=[CH:22][CH:21]=1.C(O)(=O)C.C(O[BH-](OC(=O)C)OC(=O)C)(=O)C.[Na+].C(=O)([O-])O.[Na+]. Product: [CH2:19]([NH:26][CH:12]1[CH2:13][CH2:14][CH2:15][C:9]([C:5]2[CH:6]=[CH:7][CH:8]=[C:3]([O:2][CH3:1])[CH:4]=2)([C:17]#[N:18])[CH2:10][CH2:11]1)[C:20]1[CH:25]=[CH:24][CH:23]=[CH:22][CH:21]=1. The catalyst class is: 68. (2) Reactant: Cl.[CH2:2]([O:9][C:10](=[O:16])[C@@H:11]1[CH2:15][CH2:14][CH2:13][NH:12]1)[C:3]1[CH:8]=[CH:7][CH:6]=[CH:5][CH:4]=1.C(N(CC)CC)C.Cl[C:25]([O:27][CH2:28][Cl:29])=[O:26]. Product: [N:12]1([C:25]([O:27][CH2:28][Cl:29])=[O:26])[CH2:13][CH2:14][CH2:15][C@H:11]1[C:10]([O:9][CH2:2][C:3]1[CH:4]=[CH:5][CH:6]=[CH:7][CH:8]=1)=[O:16]. The catalyst class is: 2. (3) Reactant: [C:1]([OH:9])(=[O:8])[C:2]1[CH:7]=[CH:6][CH:5]=[CH:4][CH:3]=1.[CH3:10][C:11]1[S:15][C:14]2[NH:16][C:17]3[CH:18]=[CH:19][CH:20]=[CH:21][C:22]=3[N:23]=[C:24]([N:25]3[CH2:30][CH2:29][N:28]([CH3:31])[CH2:27][CH2:26]3)[C:13]=2[CH:12]=1. Product: [CH3:10][C:11]1[S:15][C:14]2[C:13](=[C:24]([N:25]3[CH2:26][CH2:27][N:28]([CH3:31])[CH2:29][CH2:30]3)[NH:23][C:22]3[C:17]([N:16]=2)=[CH:18][CH:19]=[CH:20][CH:21]=3)[CH:12]=1.[CH:5]1[CH:6]=[CH:7][C:2]([C:1]([OH:9])=[O:8])=[CH:3][CH:4]=1. The catalyst class is: 13.